Dataset: Peptide-MHC class II binding affinity with 134,281 pairs from IEDB. Task: Regression. Given a peptide amino acid sequence and an MHC pseudo amino acid sequence, predict their binding affinity value. This is MHC class II binding data. (1) The peptide sequence is PANDKFTVFEAAFNNAIKAS. The MHC is DRB1_1501 with pseudo-sequence DRB1_1501. The binding affinity (normalized) is 0.209. (2) The peptide sequence is TMTRPILRLLVLAVL. The MHC is H-2-IAb with pseudo-sequence H-2-IAb. The binding affinity (normalized) is 0.117. (3) The peptide sequence is EKKYFAATQFEPLAD. The MHC is DRB1_1001 with pseudo-sequence DRB1_1001. The binding affinity (normalized) is 0.673.